Task: Predict which catalyst facilitates the given reaction.. Dataset: Catalyst prediction with 721,799 reactions and 888 catalyst types from USPTO (1) Reactant: Br[C:2]1[CH:11]=[CH:10][CH:9]=[CH:8][C:3]=1[CH2:4][N:5]([CH3:7])[CH3:6].C(O)(C)C.C(=O)=O.C([Li])CCC.[B:24](OC)([O:27][CH3:28])[O:25][CH3:26]. Product: [CH3:6][N:5]([CH2:4][C:3]1[CH:8]=[CH:9][CH:10]=[CH:11][C:2]=1[B:24]([O:27][CH3:28])[O:25][CH3:26])[CH3:7]. The catalyst class is: 7. (2) Reactant: [CH2:1]([C:3]1[N:20]([C@@H:21]2[C:29]3[C:24](=[CH:25][C:26]([C:30]4[CH:35]=[CH:34][CH:33]=[CH:32][C:31]=4[C:36]4[N:40](C(C5C=CC=CC=5)(C5C=CC=CC=5)C5C=CC=CC=5)[N:39]=[N:38][N:37]=4)=[CH:27][CH:28]=3)[CH2:23][CH2:22]2)[C:6]2=[N:7][C:8]([C:12]#[C:13][C:14]3[CH:15]=[N:16][CH:17]=[CH:18][CH:19]=3)=[CH:9][C:10]([CH3:11])=[C:5]2[N:4]=1)[CH3:2]. Product: [NH:40]1[C:36]([C:31]2[CH:32]=[CH:33][CH:34]=[CH:35][C:30]=2[C:26]2[CH:25]=[C:24]3[C:29](=[CH:28][CH:27]=2)[C@@H:21]([N:20]2[C:6]4=[N:7][C:8]([C:12]#[C:13][C:14]5[CH:15]=[N:16][CH:17]=[CH:18][CH:19]=5)=[CH:9][C:10]([CH3:11])=[C:5]4[N:4]=[C:3]2[CH2:1][CH3:2])[CH2:22][CH2:23]3)=[N:37][N:38]=[N:39]1. The catalyst class is: 5.